This data is from Reaction yield outcomes from USPTO patents with 853,638 reactions. The task is: Predict the reaction yield, written as a fraction of the theoretical maximum amount of product (1.0 means a 100% yield; for example, 0.34 means a 34% yield). (1) The reactants are [N+:1]([C:4]1[C:5]([C:15]#[N:16])=[N:6][CH:7]=[C:8]([C:10]2[NH:14][N:13]=[CH:12][CH:11]=2)[CH:9]=1)([O-:3])=[O:2].O[CH2:18][C@H:19]([NH:21]C(=O)OC(C)(C)C)[CH3:20]. No catalyst specified. The product is [NH2:21][C@H:19]([CH3:20])[CH2:18][N:13]1[CH:12]=[CH:11][C:10]([C:8]2[CH:9]=[C:4]([N+:1]([O-:3])=[O:2])[C:5]([C:15]#[N:16])=[N:6][CH:7]=2)=[N:14]1. The yield is 0.560. (2) The reactants are [C:1]([C:4]1[S:8][C:7]2[CH:9]=[CH:10][CH:11]=[C:12]([C:13]3[CH:18]=[C:17]([CH3:19])[CH:16]=[C:15]([C:20]([CH3:23])([CH3:22])[CH3:21])[C:14]=3[OH:24])[C:6]=2[CH:5]=1)(=[O:3])[CH3:2].[F:25][C:26]([F:30])([F:29])[CH2:27]Br.C([O-])([O-])=O.[Cs+].[Cs+].C(OCC)(=O)C.CCCCCC. The catalyst is CN(C=O)C. The product is [C:1]([C:4]1[S:8][C:7]2[CH:9]=[CH:10][CH:11]=[C:12]([C:13]3[CH:18]=[C:17]([CH3:19])[CH:16]=[C:15]([C:20]([CH3:23])([CH3:22])[CH3:21])[C:14]=3[O:24][CH2:27][C:26]([F:30])([F:29])[F:25])[C:6]=2[CH:5]=1)(=[O:3])[CH3:2]. The yield is 0.710.